The task is: Predict which catalyst facilitates the given reaction.. This data is from Catalyst prediction with 721,799 reactions and 888 catalyst types from USPTO. (1) Reactant: [CH3:1][C:2](=[O:7])[CH2:3][C:4](=[O:6])[CH3:5].CCN(CC)CC.Cl[C:16](=[N:24]O)[C:17]1[CH:22]=[CH:21][CH:20]=[C:19]([Br:23])[CH:18]=1. Product: [Br:23][C:19]1[CH:18]=[C:17]([C:16]2[C:3]([C:2](=[O:7])[CH3:1])=[C:4]([CH3:5])[O:6][N:24]=2)[CH:22]=[CH:21][CH:20]=1. The catalyst class is: 14. (2) Reactant: [NH2:1][C:2]1[C:3]([Cl:9])=[N:4][CH:5]=[C:6]([Br:8])[CH:7]=1.[F:10][CH:11]([F:23])[O:12][C:13]1[CH:14]=[C:15]([S:19](Cl)(=[O:21])=[O:20])[CH:16]=[CH:17][CH:18]=1. Product: [Br:8][C:6]1[CH:7]=[C:2]([NH:1][S:19]([C:15]2[CH:16]=[CH:17][CH:18]=[C:13]([O:12][CH:11]([F:10])[F:23])[CH:14]=2)(=[O:21])=[O:20])[C:3]([Cl:9])=[N:4][CH:5]=1. The catalyst class is: 17. (3) Reactant: [S:1]1[C:5]2[CH:6]=[CH:7][C:8]([C:10]([CH:13]3[CH2:15][CH2:14]3)(O)[CH3:11])=[CH:9][C:4]=2[CH:3]=[CH:2]1.FC(F)(F)C(O)=O.[CH3:23][S:24][CH2:25][C:26]1[CH:27]=[CH:28][CH:29]=[C:30]2[C:34]=1[NH:33][CH:32]=[CH:31]2. Product: [S:1]1[C:5]2[CH:6]=[CH:7][C:8]([C:10]([C:31]3[C:30]4[C:34](=[C:26]([CH2:25][S:24][CH3:23])[CH:27]=[CH:28][CH:29]=4)[NH:33][CH:32]=3)([CH:13]3[CH2:15][CH2:14]3)[CH3:11])=[CH:9][C:4]=2[CH:3]=[CH:2]1. The catalyst class is: 4. (4) Reactant: [Br:1][C:2]1[CH:3]=[C:4]2[C:8](=[CH:9][CH:10]=1)[NH:7][CH:6]=[CH:5]2.[H-].[Na+].[F:13][C:14]1[CH:21]=[CH:20][CH:19]=[CH:18][C:15]=1[CH2:16]Br. Product: [F:13][C:14]1[CH:21]=[CH:20][CH:19]=[CH:18][C:15]=1[CH2:16][N:7]1[C:8]2[C:4](=[CH:3][C:2]([Br:1])=[CH:10][CH:9]=2)[CH:5]=[CH:6]1. The catalyst class is: 3.